Dataset: Reaction yield outcomes from USPTO patents with 853,638 reactions. Task: Predict the reaction yield, written as a fraction of the theoretical maximum amount of product (1.0 means a 100% yield; for example, 0.34 means a 34% yield). The reactants are CC([N:5]([CH:9]([CH2:19]O)[C:10]([CH3:18])([C:12]1[CH:17]=[CH:16][CH:15]=[CH:14][CH:13]=1)[CH3:11])[C:6](=[O:8])[O-:7])(C)C.C1(P([C:34]2[CH:39]=[CH:38]C=CC=2)C2C=CC=CC=2)C=CC=CC=1.[C:40]1(=[O:50])[NH:44][C:43](=[O:45])[C:42]2=[CH:46][CH:47]=[CH:48][CH:49]=[C:41]12.N(C(OCC)=O)=N[C:53](OCC)=O. The catalyst is C1COCC1.CO. The product is [O:45]=[C:43]1[C:42]2[C:41](=[CH:49][CH:48]=[CH:47][CH:46]=2)[C:40](=[O:50])[N:44]1[CH2:19][CH:9]([NH:5][C:6](=[O:8])[O:7][C:39]([CH3:38])([CH3:34])[CH3:53])[C:10]([CH3:11])([C:12]1[CH:13]=[CH:14][CH:15]=[CH:16][CH:17]=1)[CH3:18]. The yield is 0.640.